Dataset: Reaction yield outcomes from USPTO patents with 853,638 reactions. Task: Predict the reaction yield, written as a fraction of the theoretical maximum amount of product (1.0 means a 100% yield; for example, 0.34 means a 34% yield). (1) The reactants are Cl[C:2]1[CH:10]=[CH:9][CH:8]=[C:7]2[C:3]=1[CH:4]=[N:5][N:6]2[CH:11]1[CH2:16][CH2:15][CH2:14][CH2:13][O:12]1.CS(C)=O.[B:21]1([B:21]2[O:25][C:24]([CH3:27])([CH3:26])[C:23]([CH3:29])([CH3:28])[O:22]2)[O:25][C:24]([CH3:27])([CH3:26])[C:23]([CH3:29])([CH3:28])[O:22]1.C([O-])(=O)C.[K+]. The catalyst is Cl[Pd](Cl)([P](C1C=CC=CC=1)(C1C=CC=CC=1)C1C=CC=CC=1)[P](C1C=CC=CC=1)(C1C=CC=CC=1)C1C=CC=CC=1.C1(P(C2CCCCC2)C2CCCCC2)CCCCC1.CCOC(C)=O. The product is [O:12]1[CH2:13][CH2:14][CH2:15][CH2:16][CH:11]1[N:6]1[C:7]2[C:3](=[C:2]([B:21]3[O:25][C:24]([CH3:27])([CH3:26])[C:23]([CH3:29])([CH3:28])[O:22]3)[CH:10]=[CH:9][CH:8]=2)[CH:4]=[N:5]1. The yield is 1.00. (2) The reactants are [CH2:1]([O:8][CH2:9][CH:10]([CH2:12][O:13][Si:14]([C:17]([CH3:20])([CH3:19])[CH3:18])([CH3:16])[CH3:15])[OH:11])[C:2]1[CH:7]=[CH:6][CH:5]=[CH:4][CH:3]=1.[H-].[Na+].[CH3:23]I. The catalyst is C1COCC1. The product is [CH2:1]([O:8][CH2:9][CH:10]([CH2:12][O:13][Si:14]([C:17]([CH3:20])([CH3:19])[CH3:18])([CH3:15])[CH3:16])[O:11][CH3:23])[C:2]1[CH:7]=[CH:6][CH:5]=[CH:4][CH:3]=1. The yield is 0.740. (3) The product is [ClH:34].[ClH:34].[CH2:1]([C:3]1[CH:4]=[N:5][C:6]([C:9]2[CH:10]=[C:11]3[C:15](=[CH:16][CH:17]=2)[C@H:14]([N:18]2[CH2:21][C:20]4([CH2:26][CH2:25][NH:24][CH2:23][CH2:22]4)[CH2:19]2)[CH2:13][CH2:12]3)=[N:7][CH:8]=1)[CH3:2]. The reactants are [CH2:1]([C:3]1[CH:4]=[N:5][C:6]([C:9]2[CH:10]=[C:11]3[C:15](=[CH:16][CH:17]=2)[C@H:14]([N:18]2[CH2:21][C:20]4([CH2:26][CH2:25][N:24](C(OC(C)(C)C)=O)[CH2:23][CH2:22]4)[CH2:19]2)[CH2:13][CH2:12]3)=[N:7][CH:8]=1)[CH3:2].[ClH:34].CO. The catalyst is O1CCOCC1. The yield is 1.00. (4) The product is [OH:2][CH2:3][C:4]1[CH:5]=[CH:6][C:7]([S:10]([NH2:11])(=[O:12])=[O:13])=[CH:8][CH:9]=1. The yield is 0.170. The reactants are C[O:2][C:3](=O)[C:4]1[CH:9]=[CH:8][C:7]([S:10](=[O:13])(=[O:12])[NH2:11])=[CH:6][CH:5]=1.[BH4-].[Li+]. The catalyst is C1COCC1.CO. (5) The reactants are Br[CH2:2][CH2:3][CH2:4][CH2:5][CH2:6][CH2:7][CH2:8][CH2:9][CH2:10][CH2:11][CH2:12][CH3:13].[OH:14][C:15]1[CH:22]=[CH:21][C:18]([CH:19]=[O:20])=[CH:17][CH:16]=1.C(=O)([O-])[O-].[K+].[K+]. The catalyst is CC(=O)CC. The product is [CH2:2]([O:14][C:15]1[CH:22]=[CH:21][C:18]([CH:19]=[O:20])=[CH:17][CH:16]=1)[CH2:3][CH2:4][CH2:5][CH2:6][CH2:7][CH2:8][CH2:9][CH2:10][CH2:11][CH2:12][CH3:13]. The yield is 0.676. (6) The reactants are [C:1]([O:5][C:6]([NH:8][C:9]1[CH:10]=[C:11]([CH:15]=[CH:16][CH:17]=1)[C:12]([OH:14])=O)=[O:7])([CH3:4])([CH3:3])[CH3:2].CCN=C=NCCCN(C)C.C1C=CC2N(O)N=NC=2C=1.CCN(CC)CC.[NH2:46][CH2:47][CH:48]([OH:59])[CH2:49][N:50]1[CH2:58][C:57]2[C:52](=[CH:53][CH:54]=[CH:55][CH:56]=2)[CH2:51]1. The catalyst is C(Cl)Cl. The product is [C:1]([O:5][C:6](=[O:7])[NH:8][C:9]1[CH:17]=[CH:16][CH:15]=[C:11]([C:12](=[O:14])[NH:46][CH2:47][CH:48]([OH:59])[CH2:49][N:50]2[CH2:58][C:57]3[C:52](=[CH:53][CH:54]=[CH:55][CH:56]=3)[CH2:51]2)[CH:10]=1)([CH3:2])([CH3:3])[CH3:4]. The yield is 0.490. (7) The reactants are [CH:1]([C:4]1[C:12]2[C:7](=[CH:8][CH:9]=[CH:10][C:11]=2[N:13]2[CH:17]=[C:16]([C:18]3[CH:19]=[N:20][CH:21]=[CH:22][CH:23]=3)[N:15]=[CH:14]2)[NH:6][N:5]=1)([CH3:3])[CH3:2].C(=O)([O-])[O-].[Cs+].[Cs+].Br[C:31]1[CH:38]=[CH:37][C:34]([C:35]#[N:36])=[C:33]([NH:39][C:40]([CH3:43])([CH3:42])[CH3:41])[CH:32]=1.CN(C)CCN. The catalyst is O1CCOCC1.[Cu]I. The product is [C:40]([NH:39][C:33]1[CH:32]=[C:31]([N:6]2[C:7]3[C:12](=[C:11]([N:13]4[CH:17]=[C:16]([C:18]5[CH:19]=[N:20][CH:21]=[CH:22][CH:23]=5)[N:15]=[CH:14]4)[CH:10]=[CH:9][CH:8]=3)[C:4]([CH:1]([CH3:3])[CH3:2])=[N:5]2)[CH:38]=[CH:37][C:34]=1[C:35]#[N:36])([CH3:43])([CH3:41])[CH3:42]. The yield is 0.470.